From a dataset of Forward reaction prediction with 1.9M reactions from USPTO patents (1976-2016). Predict the product of the given reaction. The product is: [Br:17][C:18]1[N:19]([CH2:13][C:14]#[C:15][CH3:16])[C:20]([C:25]#[N:26])=[C:21]([C:23]#[N:24])[N:22]=1. Given the reactants C(=O)([O-])[O-].[K+].[K+].CN(C)C=O.Br[CH2:13][C:14]#[C:15][CH3:16].[Br:17][C:18]1[NH:19][C:20]([C:25]#[N:26])=[C:21]([C:23]#[N:24])[N:22]=1, predict the reaction product.